From a dataset of Reaction yield outcomes from USPTO patents with 853,638 reactions. Predict the reaction yield, written as a fraction of the theoretical maximum amount of product (1.0 means a 100% yield; for example, 0.34 means a 34% yield). The reactants are [F:1][C:2]1[CH:10]=[CH:9][C:8]2[C:4](=[CH:5][N:6]([CH3:11])[N:7]=2)[C:3]=1[C@@H:12]1[CH2:14][C@H:13]1[CH2:15][NH2:16].C(N(CC)CC)C.[C:24](O[C:24](=[O:27])[CH2:25][CH3:26])(=[O:27])[CH2:25][CH3:26]. The catalyst is O1CCCC1.C(=O)([O-])O.[Na+]. The product is [F:1][C:2]1[CH:10]=[CH:9][C:8]2[C:4](=[CH:5][N:6]([CH3:11])[N:7]=2)[C:3]=1[C@@H:12]1[CH2:14][C@H:13]1[CH2:15][NH:16][C:24](=[O:27])[CH2:25][CH3:26]. The yield is 0.940.